From a dataset of Catalyst prediction with 721,799 reactions and 888 catalyst types from USPTO. Predict which catalyst facilitates the given reaction. (1) Reactant: C[Si]([N-][Si](C)(C)C)(C)C.[Li+].[N:11]1[CH:16]=[CH:15][N:14]=[CH:13][C:12]=1[C:17](=[O:19])[CH3:18].[C:20](OC)(=[O:25])[C:21]([O:23][CH3:24])=[O:22].C(OCC)C. Product: [N:11]1[CH:16]=[CH:15][N:14]=[CH:13][C:12]=1[C:17](=[O:19])[CH2:18][C:20](=[O:25])[C:21]([O:23][CH3:24])=[O:22]. The catalyst class is: 30. (2) Reactant: [N:1]1([CH2:7][CH2:8][C:9](=O)[C:10](=[N:13][NH:14][C:15]2[CH:20]=[CH:19][CH:18]=[CH:17][CH:16]=2)[C:11]#[N:12])CCOCC1.O.[NH2:23][NH2:24].[CH2:25]1[CH2:29][O:28][CH2:27][CH2:26]1.NN. Product: [N:1]1([CH2:7][CH2:8][C:9]2[C:10](=[N:13][NH:14][C:15]3[CH:20]=[CH:19][CH:18]=[CH:17][CH:16]=3)[C:11]([NH2:12])=[N:23][N:24]=2)[CH2:25][CH2:29][O:28][CH2:27][CH2:26]1. The catalyst class is: 27. (3) Reactant: [CH2:1]([O:3][C:4]([C:6]1[N:7]=[C:8]([NH:11][C:12]2[CH:17]=[CH:16][C:15]([Cl:18])=[CH:14][CH:13]=2)[S:9][CH:10]=1)=[O:5])[CH3:2].Br.[Cl:20][C:21]1[CH:29]=[CH:28][CH:27]=[CH:26][C:22]=1[C:23](Cl)=[O:24].CCN(CC)CC. Product: [CH2:1]([O:3][C:4]([C:6]1[N:7]=[C:8]([N:11]([C:23](=[O:24])[C:22]2[CH:26]=[CH:27][CH:28]=[CH:29][C:21]=2[Cl:20])[C:12]2[CH:17]=[CH:16][C:15]([Cl:18])=[CH:14][CH:13]=2)[S:9][CH:10]=1)=[O:5])[CH3:2]. The catalyst class is: 2. (4) Reactant: CC1C=CC(S(O[CH2:12][CH:13]2[CH:22]=[CH:21][C:20]3[C:15](=[C:16]([C:24]4[CH:29]=[CH:28][CH:27]=[CH:26][C:25]=4[Cl:30])[CH:17]=[C:18]([F:23])[CH:19]=3)[O:14]2)(=O)=O)=CC=1.[CH3:31][NH2:32].[OH-].[Na+]. Product: [Cl:30][C:25]1[CH:26]=[CH:27][CH:28]=[CH:29][C:24]=1[C:16]1[CH:17]=[C:18]([F:23])[CH:19]=[C:20]2[C:15]=1[O:14][CH:13]([CH2:12][NH:32][CH3:31])[CH:22]=[CH:21]2. The catalyst class is: 16. (5) Reactant: [CH3:1][C:2]1([CH3:26])[CH2:11][CH2:10][C:9]([CH3:13])([CH3:12])[C:8]2[CH:7]=[C:6]([Se:14][C:15]#[C:16][C:17]3[CH:25]=[CH:24][C:20]([C:21]([OH:23])=O)=[CH:19][CH:18]=3)[CH:5]=[CH:4][C:3]1=2.ON1C2C=CC=CC=2N=N1.CN(C)CCCN=C=NCC.[NH2:48][C:49]1[CH:54]=[CH:53][C:52]([OH:55])=[CH:51][CH:50]=1. Product: [OH:55][C:52]1[CH:53]=[CH:54][C:49]([NH:48][C:21](=[O:23])[C:20]2[CH:19]=[CH:18][C:17]([C:16]#[C:15][Se:14][C:6]3[CH:5]=[CH:4][C:3]4[C:2]([CH3:1])([CH3:26])[CH2:11][CH2:10][C:9]([CH3:12])([CH3:13])[C:8]=4[CH:7]=3)=[CH:25][CH:24]=2)=[CH:50][CH:51]=1. The catalyst class is: 375.